This data is from Forward reaction prediction with 1.9M reactions from USPTO patents (1976-2016). The task is: Predict the product of the given reaction. (1) Given the reactants O1CCN([C:7]2[CH2:12][CH2:11][CH2:10][CH2:9][CH:8]=2)CC1.[N+:13]([CH2:16][CH2:17]OC(=O)C)([O-:15])=[O:14].[OH2:22].Cl, predict the reaction product. The product is: [N+:13]([CH2:16][CH2:17][CH:7]1[CH2:8][CH2:9][CH2:10][CH2:11][C:12]1=[O:22])([O-:15])=[O:14]. (2) Given the reactants [C:1]([C:3]1[C:4]([CH2:11][C:12]([NH:14][CH2:15][C:16]2[CH:17]=[CH:18][C:19]3[O:23][N:22]=[C:21]([NH:24]C(OC(C)(C)C)=O)[C:20]=3[CH:32]=2)=[O:13])=[N+:5]([O-:10])[C:6](Cl)=[CH:7][CH:8]=1)#[N:2].[F:33][C:34]([F:43])([C:37]1[CH:42]=[CH:41][CH:40]=[CH:39][N:38]=1)[CH2:35][NH2:36], predict the reaction product. The product is: [C:1]([C:3]1[C:4]([CH2:11][C:12]([NH:14][CH2:15][C:16]2[CH:17]=[CH:18][C:19]3[O:23][N:22]=[C:21]([NH2:24])[C:20]=3[CH:32]=2)=[O:13])=[N+:5]([O-:10])[C:6]([NH:36][CH2:35][C:34]([F:43])([F:33])[C:37]2[CH:42]=[CH:41][CH:40]=[CH:39][N:38]=2)=[CH:7][CH:8]=1)#[N:2]. (3) The product is: [CH2:1]([CH:5]1[CH2:14][C:13]2[C:8](=[CH:9][C:10]([CH3:19])=[CH:11][CH:12]=2)[CH2:7][NH:6]1)[CH:2]([CH3:3])[CH3:4]. Given the reactants [CH2:1]([C:5]1(C)[CH2:14][C:13]2[C:8](=[CH:9][CH:10]=[CH:11][CH:12]=2)[CH:7]=[N:6]1)[CH:2]([CH3:4])[CH3:3].[BH4-].[Na+].Cl.[CH3:19]O, predict the reaction product. (4) Given the reactants N1C=CN=C1.C1(P(C2C=CC=CC=2)C2C=CC=CC=2)C=CC=CC=1.O[CH:26]1[CH2:30][CH2:29][N:28]([C:31]([O:33][C:34]([CH3:37])([CH3:36])[CH3:35])=[O:32])[CH2:27]1.[I:38]I, predict the reaction product. The product is: [I:38][CH:26]1[CH2:30][CH2:29][N:28]([C:31]([O:33][C:34]([CH3:37])([CH3:36])[CH3:35])=[O:32])[CH2:27]1. (5) Given the reactants [Br:1][C:2]1[CH:9]=[CH:8][C:5]([CH:6]=O)=[CH:4][CH:3]=1.[N+:10]([CH2:13][CH3:14])([O-:12])=[O:11].C([O-])(=O)C.[NH4+].S(=O)(=O)(O)O, predict the reaction product. The product is: [Br:1][C:2]1[CH:9]=[CH:8][C:5]([CH:6]=[C:13]([N+:10]([O-:12])=[O:11])[CH3:14])=[CH:4][CH:3]=1. (6) Given the reactants [C:1]([C:4]1[CH:5]=[C:6]([C:22]([NH:24][CH2:25][C:26]2[CH:31]=[CH:30][C:29]([S:32]([CH3:35])(=[O:34])=[O:33])=[CH:28][CH:27]=2)=[O:23])[C:7](=[O:21])[N:8]([C:11]2[CH:16]=[CH:15][CH:14]=[C:13]([C:17]([F:20])([F:19])[F:18])[CH:12]=2)[C:9]=1[CH3:10])(=O)[CH3:2].Cl.[O:37]([NH2:39])[CH3:38].C(=O)([O-])[O-].[K+].[K+].Cl, predict the reaction product. The product is: [CH3:38][O:37]/[N:39]=[C:1](/[C:4]1[CH:5]=[C:6]([C:22]([NH:24][CH2:25][C:26]2[CH:31]=[CH:30][C:29]([S:32]([CH3:35])(=[O:33])=[O:34])=[CH:28][CH:27]=2)=[O:23])[C:7](=[O:21])[N:8]([C:11]2[CH:16]=[CH:15][CH:14]=[C:13]([C:17]([F:19])([F:18])[F:20])[CH:12]=2)[C:9]=1[CH3:10])\[CH3:2]. (7) Given the reactants [Cl:1][C:2]1[N:7]=[C:6](Cl)[C:5]([N+:9]([O-])=O)=[CH:4][N:3]=1.C([O-])([O-])=O.[K+].[K+].C[O:19][C:20](=O)[C:21]([CH2:29][CH3:30])([CH2:24][NH:25][CH:26]([CH3:28])[CH3:27])[CH2:22][CH3:23].C(O)(=O)C, predict the reaction product. The product is: [Cl:1][C:2]1[N:7]=[C:6]2[C:5]([NH:9][C:20](=[O:19])[C:21]([CH2:22][CH3:23])([CH2:29][CH3:30])[CH2:24][N:25]2[CH:26]([CH3:28])[CH3:27])=[CH:4][N:3]=1.